From a dataset of Catalyst prediction with 721,799 reactions and 888 catalyst types from USPTO. Predict which catalyst facilitates the given reaction. (1) Reactant: C[O:2][C:3](=[O:43])[CH2:4][CH2:5][C@@H:6]1[CH2:11][C@H:10]([O:12][C:13]2[C:14]3[C:21]([C:22]4[CH:27]=[CH:26][C:25]([O:28][CH3:29])=[CH:24][CH:23]=4)=[C:20]([C:30]4[CH:35]=[CH:34][CH:33]=[CH:32][CH:31]=4)[O:19][C:15]=3[N:16]=[CH:17][N:18]=2)[CH2:9][CH2:8][N:7]1[C:36]([O:38][C:39]([CH3:42])([CH3:41])[CH3:40])=[O:37].[OH-].[Na+].Cl. Product: [C:39]([O:38][C:36]([N:7]1[CH2:8][CH2:9][C@@H:10]([O:12][C:13]2[C:14]3[C:21]([C:22]4[CH:23]=[CH:24][C:25]([O:28][CH3:29])=[CH:26][CH:27]=4)=[C:20]([C:30]4[CH:31]=[CH:32][CH:33]=[CH:34][CH:35]=4)[O:19][C:15]=3[N:16]=[CH:17][N:18]=2)[CH2:11][C@H:6]1[CH2:5][CH2:4][C:3]([OH:43])=[O:2])=[O:37])([CH3:42])([CH3:40])[CH3:41]. The catalyst class is: 5. (2) Reactant: C[O:2][C:3](=O)[C:4]1[CH:9]=[CH:8][C:7]([O:10][S:11]([CH3:14])(=[O:13])=[O:12])=[CH:6][CH:5]=1.[H-].[H-].[H-].[H-].[Li+].[Al+3]. Product: [OH:2][CH2:3][C:4]1[CH:5]=[CH:6][C:7]([O:10][S:11]([CH3:14])(=[O:13])=[O:12])=[CH:8][CH:9]=1. The catalyst class is: 1. (3) Reactant: [CH:1]1([C:4]#[N:5])[CH2:3][CH2:2]1.C([N-]C(C)C)(C)C.[Li+].[CH2:14](Br)[C:15]1[CH:20]=[CH:19][CH:18]=[CH:17][CH:16]=1. Product: [CH2:14]([C:1]1([C:4]#[N:5])[CH2:3][CH2:2]1)[C:15]1[CH:20]=[CH:19][CH:18]=[CH:17][CH:16]=1. The catalyst class is: 1. (4) Reactant: [Br-].[CH2:2]([N+:4]([CH3:13])([CH3:12])[CH2:5][CH2:6][CH2:7][C:8]([O:10]C)=[O:9])[CH3:3]. Product: [CH2:2]([N+:4]([CH3:13])([CH3:12])[CH2:5][CH2:6][CH2:7][C:8]([O-:10])=[O:9])[CH3:3]. The catalyst class is: 8.